This data is from Forward reaction prediction with 1.9M reactions from USPTO patents (1976-2016). The task is: Predict the product of the given reaction. (1) Given the reactants Cl.[C:2]([NH:6][OH:7])([CH3:5])([CH3:4])[CH3:3].[S:8]([C:12]1[C:17]([CH:18]=O)=[CH:16][C:15]([S:20]([OH:23])(=[O:22])=[O:21])=[CH:14][N:13]=1)([OH:11])(=[O:10])=[O:9], predict the reaction product. The product is: [C:2]([N+:6]([O-:7])=[CH:18][C:17]1[C:12]([S:8]([OH:11])(=[O:10])=[O:9])=[N:13][CH:14]=[C:15]([S:20]([OH:23])(=[O:21])=[O:22])[CH:16]=1)([CH3:5])([CH3:4])[CH3:3]. (2) Given the reactants ClC1C=CC(CO)=C(O)C=1.[OH:11][C:12]1[CH:21]=[C:20]([C:22]([F:25])([F:24])[F:23])[CH:19]=[CH:18][C:13]=1[C:14](OC)=[O:15], predict the reaction product. The product is: [OH:15][CH2:14][C:13]1[CH:18]=[CH:19][C:20]([C:22]([F:24])([F:25])[F:23])=[CH:21][C:12]=1[OH:11]. (3) Given the reactants [Br:1][C:2]1[CH:3]=[CH:4][C:5]([Cl:22])=[C:6]([N:8]2[C:13](=[O:14])[CH:12]=[C:11]([OH:15])[N:10]=[C:9]2[CH:16]2[CH2:21][CH2:20][CH2:19][CH2:18][CH2:17]2)[CH:7]=1.[Cl-].C[Al+]C.CCCCCC.BrC1C=CC(Cl)=[C:38](C=1)[NH2:39].C1(C#N)CCCCC1.C(OCC)(=O)[CH2:51][C:52]([O:54]CC)=[O:53].C[O-:62].[Na+], predict the reaction product. The product is: [Br:1][C:2]1[CH:3]=[CH:4][C:5]([Cl:22])=[C:6]([N:8]2[C:13](=[O:14])[C:12]([C:38]([NH:39][CH2:51][C:52]([OH:54])=[O:53])=[O:62])=[C:11]([OH:15])[N:10]=[C:9]2[CH:16]2[CH2:21][CH2:20][CH2:19][CH2:18][CH2:17]2)[CH:7]=1. (4) Given the reactants [CH:1]1([N:6]2[CH2:12][C:11]([F:14])([F:13])[C:10](=[O:15])[N:9]([CH3:16])[C:8]3[CH:17]=[N:18][C:19]([NH:21][C:22]4[CH:30]=[CH:29][C:25]([C:26]([OH:28])=O)=[CH:24][C:23]=4[O:31][CH3:32])=[N:20][C:7]2=3)[CH2:5][CH2:4][CH2:3][CH2:2]1.[CH:33]1([CH2:39][NH2:40])[CH2:38][CH2:37][CH2:36][CH2:35][CH2:34]1.F[P-](F)(F)(F)(F)F.CN(C(N(C)C)=[N+]1C2C(=NC=CC=2)[N+]([O-])=N1)C.C(N(C(C)C)CC)(C)C, predict the reaction product. The product is: [CH:33]1([CH2:39][NH:40][C:26](=[O:28])[C:25]2[CH:29]=[CH:30][C:22]([NH:21][C:19]3[N:18]=[CH:17][C:8]4[N:9]([CH3:16])[C:10](=[O:15])[C:11]([F:14])([F:13])[CH2:12][N:6]([CH:1]5[CH2:5][CH2:4][CH2:3][CH2:2]5)[C:7]=4[N:20]=3)=[C:23]([O:31][CH3:32])[CH:24]=2)[CH2:38][CH2:37][CH2:36][CH2:35][CH2:34]1. (5) Given the reactants [C:1]([O:5][C:6]([N:8]1[CH2:13][CH2:12][CH:11]([N:14]2[CH2:19][CH2:18][N:17](C(OCC3C=CC=CC=3)=O)[CH2:16][CH2:15]2)[CH2:10][CH2:9]1)=[O:7])([CH3:4])([CH3:3])[CH3:2].C(O)=O, predict the reaction product. The product is: [N:14]1([CH:11]2[CH2:12][CH2:13][N:8]([C:6]([O:5][C:1]([CH3:4])([CH3:3])[CH3:2])=[O:7])[CH2:9][CH2:10]2)[CH2:15][CH2:16][NH:17][CH2:18][CH2:19]1. (6) Given the reactants [CH2:1]([N:8]1[CH2:13][CH2:12][C:11](=[CH:14][C:15](OCC)=O)[CH2:10][CH2:9]1)[C:2]1[CH:7]=[CH:6][CH:5]=[CH:4][CH:3]=1.C(N1CC[C:30]2([O:34]CC(=O)[CH:31]2[C:36]([O:38][CH2:39][CH3:40])=[O:37])CC1)C1C=CC=CC=1, predict the reaction product. The product is: [CH2:1]([N:8]1[CH2:9][CH2:10][CH:11]([CH2:14][CH2:15][C:30](=[O:34])[CH2:31][C:36]([O:38][CH2:39][CH3:40])=[O:37])[CH2:12][CH2:13]1)[C:2]1[CH:3]=[CH:4][CH:5]=[CH:6][CH:7]=1. (7) Given the reactants S(Cl)([Cl:3])=O.[C:5]([OH:15])(=O)[C:6]1[NH:13][C:11](=[O:12])[NH:10][C:8](=[O:9])[CH:7]=1, predict the reaction product. The product is: [O:12]=[C:11]1[NH:13][C:6]([C:5]([Cl:3])=[O:15])=[CH:7][C:8](=[O:9])[NH:10]1.